This data is from Reaction yield outcomes from USPTO patents with 853,638 reactions. The task is: Predict the reaction yield, written as a fraction of the theoretical maximum amount of product (1.0 means a 100% yield; for example, 0.34 means a 34% yield). The reactants are Br[C:2]1[C:3]([OH:14])=[C:4]([CH:7]=[C:8]([C:10]([CH3:13])([CH3:12])[CH3:11])[CH:9]=1)[CH:5]=[O:6].B1(B2OC(C)(C)C(C)(C)O2)OC(C)(C)C(C)(C)O1.C([O-])(=O)C.[K+].ClCCl.C(=O)([O-])[O-].[Na+].[Na+].Cl[C:48]1[N:53]=[C:52]([C:54]([F:57])([F:56])[F:55])[CH:51]=[CH:50][N:49]=1. The catalyst is O1CCOCC1. The product is [C:10]([C:8]1[CH:9]=[C:2]([C:48]2[N:53]=[C:52]([C:54]([F:57])([F:56])[F:55])[CH:51]=[CH:50][N:49]=2)[C:3]([OH:14])=[C:4]([CH:7]=1)[CH:5]=[O:6])([CH3:13])([CH3:12])[CH3:11]. The yield is 0.280.